Dataset: Forward reaction prediction with 1.9M reactions from USPTO patents (1976-2016). Task: Predict the product of the given reaction. (1) Given the reactants Cl.[NH2:2][CH:3]([C:9]([O:11][CH2:12][CH3:13])=[O:10])[C:4]([O:6][CH2:7][CH3:8])=[O:5].C(Cl)Cl.[C:17]1([CH3:26])[CH:22]=[CH:21][C:20]([C:23](Cl)=[O:24])=[CH:19][CH:18]=1, predict the reaction product. The product is: [C:17]1([CH3:26])[CH:22]=[CH:21][C:20]([C:23]([NH:2][CH:3]([C:4]([O:6][CH2:7][CH3:8])=[O:5])[C:9]([O:11][CH2:12][CH3:13])=[O:10])=[O:24])=[CH:19][CH:18]=1. (2) Given the reactants N1N[N:3]=[N:4][C:5]=1[CH:6]1[CH2:11][CH2:10][N:9]([C:12]([O:14][C:15]([CH3:18])([CH3:17])[CH3:16])=[O:13])[CH2:8][CH2:7]1.[F:19][C:20]([F:25])([F:24])[C:21](O)=[O:22], predict the reaction product. The product is: [F:19][C:20]([F:25])([F:24])[C:21]1[O:22][C:5]([CH:6]2[CH2:11][CH2:10][N:9]([C:12]([O:14][C:15]([CH3:18])([CH3:17])[CH3:16])=[O:13])[CH2:8][CH2:7]2)=[N:4][N:3]=1.